This data is from Reaction yield outcomes from USPTO patents with 853,638 reactions. The task is: Predict the reaction yield, written as a fraction of the theoretical maximum amount of product (1.0 means a 100% yield; for example, 0.34 means a 34% yield). (1) The reactants are [CH3:1][O:2][C:3]([C:5]1[C:10](Cl)=[C:9]([NH2:12])[C:8]([F:13])=[C:7]([C:14]2[CH:19]=[CH:18][C:17]([Cl:20])=[CH:16][CH:15]=2)[N:6]=1)=[O:4].[CH3:21][Sn](C)(C)C. The catalyst is Cl[Pd](Cl)([P](C1C=CC=CC=1)(C1C=CC=CC=1)C1C=CC=CC=1)[P](C1C=CC=CC=1)(C1C=CC=CC=1)C1C=CC=CC=1. The product is [CH3:1][O:2][C:3]([C:5]1[C:10]([CH3:21])=[C:9]([NH2:12])[C:8]([F:13])=[C:7]([C:14]2[CH:19]=[CH:18][C:17]([Cl:20])=[CH:16][CH:15]=2)[N:6]=1)=[O:4]. The yield is 0.382. (2) The yield is 0.500. No catalyst specified. The reactants are [CH3:1][C:2]1[C:6]([CH2:7][N:8]2[CH:12]=[C:11]([N:13]3[C:17](=[O:18])[CH:16]([CH3:19])[NH:15][C:14]3=[O:20])[CH:10]=[N:9]2)=[C:5]([CH3:21])[O:4][N:3]=1.[CH2:22](Br)[C:23]1[CH:28]=[CH:27][CH:26]=[CH:25][CH:24]=1. The product is [CH2:22]([N:15]1[CH:16]([CH3:19])[C:17](=[O:18])[N:13]([C:11]2[CH:10]=[N:9][N:8]([CH2:7][C:6]3[C:2]([CH3:1])=[N:3][O:4][C:5]=3[CH3:21])[CH:12]=2)[C:14]1=[O:20])[C:23]1[CH:28]=[CH:27][CH:26]=[CH:25][CH:24]=1. (3) The reactants are Cl[C:2]1[C:11]2[C:6](=[CH:7][C:8]([O:20][CH3:21])=[CH:9][C:10]=2[O:12][CH:13]2[CH2:18][CH2:17][N:16]([CH3:19])[CH2:15][CH2:14]2)[N:5]=[CH:4][N:3]=1.[NH2:22][C:23]1[CH:24]=[C:25]2[C:29](=[CH:30][CH:31]=1)[NH:28][N:27]=[CH:26]2. No catalyst specified. The product is [NH:28]1[C:29]2[C:25](=[CH:24][C:23]([NH:22][C:2]3[C:11]4[C:6](=[CH:7][C:8]([O:20][CH3:21])=[CH:9][C:10]=4[O:12][CH:13]4[CH2:18][CH2:17][N:16]([CH3:19])[CH2:15][CH2:14]4)[N:5]=[CH:4][N:3]=3)=[CH:31][CH:30]=2)[CH:26]=[N:27]1. The yield is 0.280. (4) The reactants are [CH3:1][C:2]1C(C#N)=[N:4][C:5]([C:8]2[CH:13]=[CH:12][CH:11]=[CH:10][CH:9]=2)=[CH:6][CH:7]=1.[OH-:16].[Na+].Cl.[CH2:19]([OH:21])[CH3:20]. The catalyst is O. The product is [CH3:1][C:2]1[C:20]([C:19]([OH:16])=[O:21])=[N:4][C:5]([C:8]2[CH:13]=[CH:12][CH:11]=[CH:10][CH:9]=2)=[CH:6][CH:7]=1. The yield is 0.942.